From a dataset of Reaction yield outcomes from USPTO patents with 853,638 reactions. Predict the reaction yield, written as a fraction of the theoretical maximum amount of product (1.0 means a 100% yield; for example, 0.34 means a 34% yield). The reactants are [Cl:1][C:2]1[CH:3]=[CH:4][C:5]([N:16]2[CH:20]=[C:19]([Si](C)(C)C)[N:18]=[N:17]2)=[C:6]([C:8]2[CH:13]=[C:12]([O:14][CH3:15])[N:11]=[CH:10][N:9]=2)[CH:7]=1.C1C(=O)N([Cl:32])C(=O)C1. The product is [Cl:1][C:2]1[CH:3]=[CH:4][C:5]([N:16]2[CH:20]=[C:19]([Cl:32])[N:18]=[N:17]2)=[C:6]([C:8]2[CH:13]=[C:12]([O:14][CH3:15])[N:11]=[CH:10][N:9]=2)[CH:7]=1. The catalyst is C(#N)C. The yield is 0.645.